This data is from Forward reaction prediction with 1.9M reactions from USPTO patents (1976-2016). The task is: Predict the product of the given reaction. (1) Given the reactants C1(C2C(O[C@@H]3CCCN([C@H](C4C=C(Cl)C=C(Cl)C=4)C)C3)=CC(F)=C(C=2)C(OC)=O)CC1.[Cl:32][C:33]1[CH:34]=[CH:35][C:36]([C@@H:42]([N:44]2[CH2:49][CH2:48][CH2:47][C@@H:46]([O:50][C:51]3[C:60]([CH:61]4[CH2:63][CH2:62]4)=[CH:59][C:54]([C:55]([O:57]C)=[O:56])=[C:53]([F:64])[CH:52]=3)[CH2:45]2)[CH3:43])=[N:37][C:38]=1[CH:39]1[CH2:41][CH2:40]1, predict the reaction product. The product is: [Cl:32][C:33]1[CH:34]=[CH:35][C:36]([C@@H:42]([N:44]2[CH2:49][CH2:48][CH2:47][C@@H:46]([O:50][C:51]3[C:60]([CH:61]4[CH2:63][CH2:62]4)=[CH:59][C:54]([C:55]([OH:57])=[O:56])=[C:53]([F:64])[CH:52]=3)[CH2:45]2)[CH3:43])=[N:37][C:38]=1[CH:39]1[CH2:40][CH2:41]1. (2) Given the reactants [F:1][C:2]1[C:3]([C:10]2[CH:32]=[CH:31][C:13]([C:14]([NH:16][C:17]3[CH:22]=[CH:21][CH:20]=[CH:19][C:18]=3[NH:23][C:24](=[O:30])[O:25][C:26]([CH3:29])([CH3:28])[CH3:27])=[O:15])=[CH:12][CH:11]=2)=[N:4][CH:5]=[C:6]([CH2:8]O)[CH:7]=1.C(N(CC)CC)C.CS(Cl)(=O)=O.[CH2:45]([N:47]1[CH2:52][CH2:51][NH:50][CH2:49][CH2:48]1)[CH3:46], predict the reaction product. The product is: [CH2:45]([N:47]1[CH2:52][CH2:51][N:50]([CH2:8][C:6]2[CH:7]=[C:2]([F:1])[C:3]([C:10]3[CH:32]=[CH:31][C:13]([C:14]([NH:16][C:17]4[CH:22]=[CH:21][CH:20]=[CH:19][C:18]=4[NH:23][C:24](=[O:30])[O:25][C:26]([CH3:29])([CH3:28])[CH3:27])=[O:15])=[CH:12][CH:11]=3)=[N:4][CH:5]=2)[CH2:49][CH2:48]1)[CH3:46]. (3) Given the reactants Cl.[OH:2][CH2:3][CH2:4][CH2:5][CH2:6][CH2:7][CH2:8][N:9]1[C:21]2[CH:20]=[CH:19][C:18]([CH:22]=[O:23])=[CH:17][C:16]=2[C:15]2[C:10]1=[CH:11][CH:12]=[CH:13][CH:14]=2.[Si:24](Cl)([C:27]([CH3:30])([CH3:29])[CH3:28])([CH3:26])[CH3:25].N1C=CN=C1, predict the reaction product. The product is: [Si:24]([O:2][CH2:3][CH2:4][CH2:5][CH2:6][CH2:7][CH2:8][N:9]1[C:21]2[CH:20]=[CH:19][C:18]([CH:22]=[O:23])=[CH:17][C:16]=2[C:15]2[C:10]1=[CH:11][CH:12]=[CH:13][CH:14]=2)([C:27]([CH3:30])([CH3:29])[CH3:28])([CH3:26])[CH3:25]. (4) Given the reactants C(O)(C(F)(F)F)=O.[C:8]([C:10]1[N:11]=[CH:12][C:13]([NH:16][C:17]2[CH:22]=[C:21]([NH:23][CH2:24][C@H:25]3[O:30][CH2:29][CH2:28][N:27](C(OC(C)(C)C)=O)[CH2:26]3)[C:20]([C:38]3[CH:43]=[CH:42][C:41]([O:44][CH3:45])=[CH:40][CH:39]=3)=[CH:19][N:18]=2)=[N:14][CH:15]=1)#[N:9], predict the reaction product. The product is: [CH3:45][O:44][C:41]1[CH:42]=[CH:43][C:38]([C:20]2[C:21]([NH:23][CH2:24][C@H:25]3[O:30][CH2:29][CH2:28][NH:27][CH2:26]3)=[CH:22][C:17]([NH:16][C:13]3[N:14]=[CH:15][C:10]([C:8]#[N:9])=[N:11][CH:12]=3)=[N:18][CH:19]=2)=[CH:39][CH:40]=1. (5) The product is: [S:37]([OH:40])(=[O:39])(=[O:38])[CH3:36].[CH3:1][N:2]1[CH:6]=[C:5]([NH:7][C:8](=[O:31])[CH2:9][C:10]2[CH:15]=[CH:14][C:13]([O:16][C:17]3[C:26]4[C:21](=[CH:22][C:23]([O:27][CH3:28])=[CH:24][CH:25]=4)[N:20]=[CH:19][CH:18]=3)=[CH:12][C:11]=2[O:29][CH3:30])[C:4]([CH3:32])=[N:3]1. Given the reactants [CH3:1][N:2]1[CH:6]=[C:5]([NH:7][C:8](=[O:31])[CH2:9][C:10]2[CH:15]=[CH:14][C:13]([O:16][C:17]3[C:26]4[C:21](=[CH:22][C:23]([O:27][CH3:28])=[CH:24][CH:25]=4)[N:20]=[CH:19][CH:18]=3)=[CH:12][C:11]=2[O:29][CH3:30])[C:4]([CH3:32])=[N:3]1.C(O)C.[CH3:36][S:37]([OH:40])(=[O:39])=[O:38], predict the reaction product.